The task is: Regression. Given two drug SMILES strings and cell line genomic features, predict the synergy score measuring deviation from expected non-interaction effect.. This data is from NCI-60 drug combinations with 297,098 pairs across 59 cell lines. Drug 1: CCC1=C2CN3C(=CC4=C(C3=O)COC(=O)C4(CC)O)C2=NC5=C1C=C(C=C5)O. Drug 2: CN(CCCl)CCCl.Cl. Cell line: DU-145. Synergy scores: CSS=60.4, Synergy_ZIP=0.631, Synergy_Bliss=-1.42, Synergy_Loewe=-17.5, Synergy_HSA=1.49.